From a dataset of Full USPTO retrosynthesis dataset with 1.9M reactions from patents (1976-2016). Predict the reactants needed to synthesize the given product. (1) Given the product [C:1]([O:5][C:6]([NH:8][C@@H:9]([C:12]1[CH:13]=[C:14]([C:18]2[CH:23]=[C:22]([CH2:24][CH3:25])[CH:21]=[C:20]([CH2:26][O:27][C:28]3[CH:33]=[CH:32][CH:31]=[CH:30][C:29]=3[CH2:34][C:35]([O:37][C:38]([CH3:39])([CH3:41])[CH3:40])=[O:36])[CH:19]=2)[CH:15]=[CH:16][CH:17]=1)[CH2:10][OH:11])=[O:7])([CH3:4])([CH3:2])[CH3:3], predict the reactants needed to synthesize it. The reactants are: [C:1]([O:5][C:6]([NH:8][C@@H:9]([C:12]1[CH:13]=[C:14]([C:18]2[CH:23]=[C:22]([CH:24]=[CH2:25])[CH:21]=[C:20]([CH2:26][O:27][C:28]3[CH:33]=[CH:32][CH:31]=[CH:30][C:29]=3[CH2:34][C:35]([O:37][C:38]([CH3:41])([CH3:40])[CH3:39])=[O:36])[CH:19]=2)[CH:15]=[CH:16][CH:17]=1)[CH2:10][OH:11])=[O:7])([CH3:4])([CH3:3])[CH3:2]. (2) Given the product [CH3:20][O:19][N:18]([CH3:17])[C:6]([CH:1]1[CH2:5][CH2:4][CH2:3][CH2:2]1)=[O:7], predict the reactants needed to synthesize it. The reactants are: [CH:1]1([C:6](Cl)=[O:7])[CH2:5][CH2:4][CH2:3][CH2:2]1.CCN(CC)CC.Cl.[CH3:17][NH:18][O:19][CH3:20].O. (3) Given the product [N:19]1[CH:20]=[CH:21][C:22]([S:23][C:2]2[CH:7]=[CH:6][C:5]([CH:8]3[CH2:16][CH2:15][CH2:14][CH:13]4[N:9]3[CH2:10][CH2:11][CH2:12]4)=[CH:4][CH:3]=2)=[CH:17][CH:18]=1, predict the reactants needed to synthesize it. The reactants are: Br[C:2]1[CH:7]=[CH:6][C:5]([CH:8]2[CH2:16][CH2:15][CH2:14][CH:13]3[N:9]2[CH2:10][CH2:11][CH2:12]3)=[CH:4][CH:3]=1.[CH:17]1[C:22](=[S:23])[CH:21]=[CH:20][NH:19][CH:18]=1.C(=O)([O-])[O-].[K+].[K+]. (4) The reactants are: [Br:1][C:2]1[CH:7]=[CH:6][C:5]([F:8])=[CH:4][C:3]=1[OH:9].[CH2:10](Br)[CH:11]=[CH2:12].C([O-])([O-])=O.[K+].[K+]. Given the product [CH2:12]([O:9][C:3]1[CH:4]=[C:5]([F:8])[CH:6]=[CH:7][C:2]=1[Br:1])[CH:11]=[CH2:10], predict the reactants needed to synthesize it. (5) Given the product [Br:1][C:2]1[CH:3]=[CH:4][C:5]2[C:16]3=[C:17]4[C:12](=[CH:11][CH:10]=[C:9]([N:25]([C:26]5[CH:35]=[CH:34][C:33]6[C:28](=[CH:29][CH:30]=[CH:31][CH:32]=6)[CH:27]=5)[C:19]5[CH:24]=[CH:23][CH:22]=[CH:21][CH:20]=5)[C:8]4=[CH:7][CH:6]=2)[CH:13]=[CH:14][C:15]=13, predict the reactants needed to synthesize it. The reactants are: [Br:1][C:2]1[C:15]2[C:16]3=[C:17]4[C:12](=[CH:13][CH:14]=2)[CH:11]=[CH:10][C:9](Br)=[C:8]4[CH:7]=[CH:6][C:5]3=[CH:4][CH:3]=1.[C:19]1([NH:25][C:26]2[CH:35]=[CH:34][C:33]3[C:28](=[CH:29][CH:30]=[CH:31][CH:32]=3)[CH:27]=2)[CH:24]=[CH:23][CH:22]=[CH:21][CH:20]=1.CC(C)([O-])C.[Na+]. (6) Given the product [F:13][C:12]([F:15])([F:14])[C:11]1[C:2]([C:20]2[CH:21]=[CH:22][C:17]([OH:16])=[CH:18][CH:19]=2)=[N:3][C:4]2[C:9]([N:10]=1)=[CH:8][CH:7]=[CH:6][CH:5]=2, predict the reactants needed to synthesize it. The reactants are: Cl[C:2]1[C:11]([C:12]([F:15])([F:14])[F:13])=[N:10][C:9]2[C:4](=[CH:5][CH:6]=[CH:7][CH:8]=2)[N:3]=1.[OH:16][C:17]1[CH:22]=[CH:21][C:20](B(O)O)=[CH:19][CH:18]=1.[O-]P([O-])([O-])=O.[K+].[K+].[K+].C1(P(C2CCCCC2)C2C=CC=CC=2C2C(OC)=CC=CC=2OC)CCCCC1. (7) Given the product [Cl:1][C:2]1[CH:7]=[CH:6][C:5]([CH:8]([C:9]2[CH:10]=[CH:11][CH:12]=[CH:13][CH:14]=2)[NH:15][C:16](=[O:36])[CH2:17][C:18]2[CH:19]=[CH:20][C:21]3[O:35][C:25]([C:26]4[C:27]([CH3:33])=[N:28][CH:29]=[CH:30][C:31]=4[CH3:32])=[N:24][C:22]=3[CH:23]=2)=[C:4]([CH3:37])[CH:3]=1, predict the reactants needed to synthesize it. The reactants are: [Cl:1][C:2]1[CH:7]=[CH:6][C:5]([CH:8]([NH:15][C:16](=[O:36])[CH2:17][C:18]2[CH:19]=[CH:20][C:21]([OH:35])=[C:22]([NH:24][C:25](=O)[C:26]3[C:31]([CH3:32])=[CH:30][CH:29]=[N:28][C:27]=3[CH3:33])[CH:23]=2)[C:9]2[CH:14]=[CH:13][CH:12]=[CH:11][CH:10]=2)=[C:4]([CH3:37])[CH:3]=1.CC1C=CC(S(O)(=O)=O)=CC=1.O. (8) Given the product [Cl:39][C:24]1[C:25]([NH:27][C:28]2[C:37]([F:38])=[CH:36][CH:35]=[CH:34][C:29]=2[C:30]([NH:32][CH3:33])=[O:31])=[N:26][C:21]([NH:1][C:2]2[CH:3]=[CH:4][C:5]3[C:11]([CH3:13])([CH3:12])[CH2:10][CH2:9][C:8](=[O:14])[N:7]([CH2:15][CH2:16][O:17][CH3:18])[C:6]=3[CH:19]=2)=[N:22][CH:23]=1, predict the reactants needed to synthesize it. The reactants are: [NH2:1][C:2]1[CH:3]=[CH:4][C:5]2[C:11]([CH3:13])([CH3:12])[CH2:10][CH2:9][C:8](=[O:14])[N:7]([CH2:15][CH2:16][O:17][CH3:18])[C:6]=2[CH:19]=1.Cl[C:21]1[N:26]=[C:25]([NH:27][C:28]2[C:37]([F:38])=[CH:36][CH:35]=[CH:34][C:29]=2[C:30]([NH:32][CH3:33])=[O:31])[C:24]([Cl:39])=[CH:23][N:22]=1.